This data is from Full USPTO retrosynthesis dataset with 1.9M reactions from patents (1976-2016). The task is: Predict the reactants needed to synthesize the given product. (1) Given the product [F:26][C:27]([F:38])([F:39])[C:28]1[CH:29]=[C:30]([CH2:34][CH2:35][CH2:36][OH:37])[CH:31]=[CH:32][CH:33]=1, predict the reactants needed to synthesize it. The reactants are: FC(F)(F)C1C=CC(CCC=O)=CC=1.C1C=C[NH+]=CC=1.[O-][Cr](Cl)(=O)=O.[F:26][C:27]([F:39])([F:38])[C:28]1[CH:29]=[C:30]([CH2:34][CH2:35][CH:36]=[O:37])[CH:31]=[CH:32][CH:33]=1. (2) Given the product [NH2:1][C@H:2]([C:7]([N:9]1[CH2:23][CH2:22][CH2:21][C@@H:10]1[C:11]([O:13][CH2:14][C:15]1[CH:16]=[CH:17][CH:18]=[CH:19][CH:20]=1)=[O:12])=[O:8])[C@H:3]([CH2:5][CH3:6])[CH3:4].[F:34][C:33]([C:31]([OH:37])=[O:32])([F:36])[F:35], predict the reactants needed to synthesize it. The reactants are: [NH:1](C(OC(C)(C)C)=O)[C@H:2]([C:7]([N:9]1[CH2:23][CH2:22][CH2:21][C@@H:10]1[C:11]([O:13][CH2:14][C:15]1[CH:20]=[CH:19][CH:18]=[CH:17][CH:16]=1)=[O:12])=[O:8])[C@H:3]([CH2:5][CH3:6])[CH3:4].[C:31]([OH:37])([C:33]([F:36])([F:35])[F:34])=[O:32].